This data is from Forward reaction prediction with 1.9M reactions from USPTO patents (1976-2016). The task is: Predict the product of the given reaction. (1) Given the reactants [F:1][C:2]1[CH:9]=[C:8]([CH:10]=O)[CH:7]=[CH:6][C:3]=1[C:4]#[N:5].[N+:12]([CH3:15])([O-:14])=[O:13].[OH-].[Na+].Cl, predict the reaction product. The product is: [F:1][C:2]1[CH:9]=[C:8]([CH:10]=[CH:15][N+:12]([O-:14])=[O:13])[CH:7]=[CH:6][C:3]=1[C:4]#[N:5]. (2) Given the reactants [Cl:1][S:2]([OH:5])(=O)=[O:3].[CH2:6]([N:9]1[CH2:15][CH2:14][C:13]2[CH:16]=[CH:17][CH:18]=[CH:19][C:12]=2[CH2:11][CH2:10]1)[CH2:7][CH3:8], predict the reaction product. The product is: [CH2:6]([N:9]1[CH2:10][CH2:11][C:12]2[CH:19]=[CH:18][C:17]([S:2]([Cl:1])(=[O:5])=[O:3])=[CH:16][C:13]=2[CH2:14][CH2:15]1)[CH2:7][CH3:8]. (3) Given the reactants [OH:1][CH2:2][C@H:3]1[CH2:8][O:7][C:6]2[CH:9]=[CH:10][C:11]([N+:17]([O-])=O)=[C:12]([CH2:13][C:14](O)=[O:15])[C:5]=2[O:4]1.[OH-].[Na+].[H][H], predict the reaction product. The product is: [OH2:1].[OH:1][CH2:2][C@@H:3]1[O:4][C:5]2=[C:12]3[C:11](=[CH:10][CH:9]=[C:6]2[O:7][CH2:8]1)[NH:17][C:14](=[O:15])[CH2:13]3. (4) Given the reactants [CH:1]([C:4]1[CH:5]=[C:6]([C:10]2[CH:15]=[CH:14][CH:13]=[CH:12][C:11]=2[CH2:16][N:17]2[CH:22]=[CH:21][CH:20]=[C:19]([C:23]([NH:25][C@@H:26]([CH2:34][CH2:35][CH2:36][NH:37][C:38]([NH:40]S(C3C(C)=C4C(=C(C)C=3C)OC(C)(C)CC4)(=O)=O)=[NH:39])[C:27]([O:29]C(C)(C)C)=[O:28])=[O:24])[C:18]2=[O:59])[CH:7]=[CH:8][CH:9]=1)([CH3:3])[CH3:2].[C:60]([OH:66])([C:62]([F:65])([F:64])[F:63])=[O:61].C([SiH](CC)CC)C, predict the reaction product. The product is: [NH:37]([CH2:36][CH2:35][CH2:34][C@H:26]([NH:25][C:23]([C:19]1[C:18](=[O:59])[N:17]([CH2:16][C:11]2[CH:12]=[CH:13][CH:14]=[CH:15][C:10]=2[C:6]2[CH:7]=[CH:8][CH:9]=[C:4]([CH:1]([CH3:2])[CH3:3])[CH:5]=2)[CH:22]=[CH:21][CH:20]=1)=[O:24])[C:27]([OH:29])=[O:28])[C:38]([NH2:40])=[NH:39].[C:60]([OH:66])([C:62]([F:65])([F:64])[F:63])=[O:61]. (5) Given the reactants CC1C=CC(S(OCC2CC3C(C)=C(Cl)C=C(C(C)C)C=3O2)(=O)=O)=CC=1.[N-]=[N+]=[N-].[Na+].N(CC1CC2C=C(Cl)C=C(C3C=CSC=3)C=2O1)=[N+]=[N-].[N:50]([CH2:53][CH:54]1[CH2:58][C:57]2[C:59]([CH3:67])=[C:60]([Cl:66])[CH:61]=[C:62]([CH:63]([CH3:65])[CH3:64])[C:56]=2[O:55]1)=[N+]=[N-].C1(P(C2C=CC=CC=2)C2C=CC=CC=2)C=CC=CC=1.Cl, predict the reaction product. The product is: [Cl:66][C:60]1[CH:61]=[C:62]([CH:63]([CH3:65])[CH3:64])[C:56]2[O:55][CH:54]([CH2:53][NH2:50])[CH2:58][C:57]=2[C:59]=1[CH3:67]. (6) Given the reactants O.[PH2:2]([O-:4])=[O:3].[Na+].[CH2:6]=[CH2:7].Cl.N([C:17]([C:20](=N)N)(C)C)=N[C:11](C(=N)N)(C)[CH3:12].O.O.O.O.O.O.[Cl-].[Al+3:30].[Cl-].[Cl-], predict the reaction product. The product is: [CH2:11]([P:2]([CH2:6][CH3:7])(=[O:4])[O-:3])[CH3:12].[Al+3:30].[CH2:6]([P:2]([CH2:17][CH3:20])(=[O:4])[O-:3])[CH3:7].[CH2:11]([P:2]([CH2:6][CH3:7])(=[O:4])[O-:3])[CH3:12]. (7) Given the reactants [CH2:1]1[CH2:6][C@@H:5]([NH2:7])[C@H:4]([NH2:8])[CH2:3][CH2:2]1.C(O[BH-](OC(=O)C)OC(=O)C)(=O)C.[Na+].O=[C:24]1[CH2:29][CH2:28][N:27]([C:30]([O:32][C:33]([CH3:36])([CH3:35])[CH3:34])=[O:31])[CH2:26][CH2:25]1.C(=O)(O)[O-].[Na+], predict the reaction product. The product is: [NH2:7][C@@H:5]1[CH2:6][CH2:1][CH2:2][CH2:3][C@H:4]1[NH:8][CH:24]1[CH2:29][CH2:28][N:27]([C:30]([O:32][C:33]([CH3:36])([CH3:35])[CH3:34])=[O:31])[CH2:26][CH2:25]1.